Dataset: Reaction yield outcomes from USPTO patents with 853,638 reactions. Task: Predict the reaction yield, written as a fraction of the theoretical maximum amount of product (1.0 means a 100% yield; for example, 0.34 means a 34% yield). The reactants are [CH2:1]([O:8][C:9]([N:11]1[CH2:15][CH2:14][C@@H:13]([C:16]([OH:18])=[O:17])[CH2:12]1)=[O:10])[C:2]1[CH:7]=[CH:6][CH:5]=[CH:4][CH:3]=1.[CH3:19]O. The catalyst is Cl.C(Cl)(Cl)Cl. The product is [CH3:19][O:17][C:16]([C@@H:13]1[CH2:14][CH2:15][N:11]([C:9]([O:8][CH2:1][C:2]2[CH:3]=[CH:4][CH:5]=[CH:6][CH:7]=2)=[O:10])[CH2:12]1)=[O:18]. The yield is 0.910.